This data is from Full USPTO retrosynthesis dataset with 1.9M reactions from patents (1976-2016). The task is: Predict the reactants needed to synthesize the given product. (1) Given the product [CH2:1]([O:8][C:9]1[CH:14]=[CH:13][C:12]([CH:52]([C:38]2[N:39]([S:42]([C:45]3[CH:46]=[CH:47][C:48]([CH3:49])=[CH:50][CH:51]=3)(=[O:43])=[O:44])[CH:40]=[CH:41][C:37]=2[N:33]2[CH:34]=[CH:35][CH:36]=[C:32]2[CH2:31][O:30][Si:23]([C:26]([CH3:29])([CH3:28])[CH3:27])([CH3:25])[CH3:24])[OH:53])=[C:11]([O:16][CH3:17])[CH:10]=1)[C:2]1[CH:7]=[CH:6][CH:5]=[CH:4][CH:3]=1, predict the reactants needed to synthesize it. The reactants are: [CH2:1]([O:8][C:9]1[CH:14]=[CH:13][C:12](Br)=[C:11]([O:16][CH3:17])[CH:10]=1)[C:2]1[CH:7]=[CH:6][CH:5]=[CH:4][CH:3]=1.[Li]CCCC.[Si:23]([O:30][CH2:31][C:32]1[N:33]([C:37]2[CH:41]=[CH:40][N:39]([S:42]([C:45]3[CH:51]=[CH:50][C:48]([CH3:49])=[CH:47][CH:46]=3)(=[O:44])=[O:43])[C:38]=2[CH:52]=[O:53])[CH:34]=[CH:35][CH:36]=1)([C:26]([CH3:29])([CH3:28])[CH3:27])([CH3:25])[CH3:24]. (2) The reactants are: NCCCCN.Br[CH2:8][C:9]1[CH:28]=[CH:27][C:12]2[N:13]([CH2:18][C:19]3[CH:24]=[CH:23][C:22]([O:25][CH3:26])=[CH:21][CH:20]=3)[C:14](=[O:17])[CH2:15][O:16][C:11]=2[CH:10]=1.C[Si](Cl)(C)C.[C:34]([O:44][CH2:45][CH3:46])(=[O:43])[CH:35]=[CH:36][C:37]1[CH:42]=[CH:41][CH:40]=[CH:39][CH:38]=1.[Cl-].[NH4+].[NH4+]. Given the product [O:17]=[C:14]1[N:13]([CH2:18][C:19]2[CH:24]=[CH:23][C:22]([O:25][CH3:26])=[CH:21][CH:20]=2)[C:12]2[CH:27]=[CH:28][C:9]([CH2:8][CH:36]([C:37]3[CH:38]=[CH:39][CH:40]=[CH:41][CH:42]=3)[CH2:35][C:34]([O:44][CH2:45][CH3:46])=[O:43])=[CH:10][C:11]=2[O:16][CH2:15]1, predict the reactants needed to synthesize it. (3) Given the product [N:8]1([C:5]2[CH:6]=[CH:7][C:2]([C:28]3[C:29]([C:30]#[N:31])=[CH:32][CH:33]=[CH:34][CH:35]=3)=[CH:3][C:4]=2[N+:18]([O-:20])=[O:19])[C:17]2[C:12](=[CH:13][CH:14]=[CH:15][CH:16]=2)[CH2:11][CH2:10][CH2:9]1, predict the reactants needed to synthesize it. The reactants are: Br[C:2]1[CH:7]=[CH:6][C:5]([N:8]2[C:17]3[C:12](=[CH:13][CH:14]=[CH:15][CH:16]=3)[CH2:11][CH2:10][CH2:9]2)=[C:4]([N+:18]([O-:20])=[O:19])[CH:3]=1.CC1(C)COB([C:28]2[CH:35]=[CH:34][CH:33]=[CH:32][C:29]=2[C:30]#[N:31])OC1.P([O-])([O-])([O-])=O.[K+].[K+].[K+].